Dataset: Full USPTO retrosynthesis dataset with 1.9M reactions from patents (1976-2016). Task: Predict the reactants needed to synthesize the given product. (1) The reactants are: C(OC([N:8]1[CH2:11][CH:10]([O:12][C:13]2[CH:18]=[CH:17][C:16]([O:19][CH2:20][CH:21]3[CH2:23][CH2:22]3)=[CH:15][CH:14]=2)[CH2:9]1)=O)(C)(C)C.Cl.[OH-].[Na+]. Given the product [CH:21]1([CH2:20][O:19][C:16]2[CH:17]=[CH:18][C:13]([O:12][CH:10]3[CH2:9][NH:8][CH2:11]3)=[CH:14][CH:15]=2)[CH2:22][CH2:23]1, predict the reactants needed to synthesize it. (2) Given the product [CH2:25]([NH:26][C:18]([C:15]1[C:14](=[O:21])[N:13]2[CH:22]=[CH:23][C:10]([C:9]#[C:8][C:4]3[CH:5]=[CH:6][CH:7]=[C:2]([F:1])[CH:3]=3)=[CH:11][C:12]2=[N:17][CH:16]=1)=[O:19])[CH3:24], predict the reactants needed to synthesize it. The reactants are: [F:1][C:2]1[CH:3]=[C:4]([C:8]#[C:9][C:10]2[CH:23]=[CH:22][N:13]3[C:14](=[O:21])[C:15]([C:18](O)=[O:19])=[CH:16][N:17]=[C:12]3[CH:11]=2)[CH:5]=[CH:6][CH:7]=1.[CH3:24][CH2:25][N:26](CC)CC.ClC(OCC)=O.C(N)C. (3) Given the product [Br-:26].[O:33]1[CH:34]=[CH:35][C:31]([NH:30][C:28](=[O:29])[CH2:27][N+:13]23[CH2:18][CH2:17][CH:16]([CH2:15][CH2:14]2)[C@@H:11]([O:10][C:8](=[O:9])[C@@:7]([C:1]2[CH:6]=[CH:5][CH:4]=[CH:3][CH:2]=2)([N:20]2[CH2:25][CH2:24][CH2:23][CH2:22][CH2:21]2)[CH3:19])[CH2:12]3)=[N:32]1, predict the reactants needed to synthesize it. The reactants are: [C:1]1([C@:7]([N:20]2[CH2:25][CH2:24][CH2:23][CH2:22][CH2:21]2)([CH3:19])[C:8]([O:10][C@@H:11]2[CH:16]3[CH2:17][CH2:18][N:13]([CH2:14][CH2:15]3)[CH2:12]2)=[O:9])[CH:6]=[CH:5][CH:4]=[CH:3][CH:2]=1.[Br:26][CH2:27][C:28]([NH:30][C:31]1[CH:35]=[CH:34][O:33][N:32]=1)=[O:29].